This data is from Catalyst prediction with 721,799 reactions and 888 catalyst types from USPTO. The task is: Predict which catalyst facilitates the given reaction. (1) Reactant: [N+:1]([C:4]1[CH:15]=[CH:14][C:7]([CH2:8][C@@H:9]([C:11]([OH:13])=[O:12])[NH2:10])=[CH:6][CH:5]=1)([O-:3])=[O:2].[OH-].[Na+].[Cl:18][C:19]1[CH:27]=[CH:26][CH:25]=[C:24]([Cl:28])[C:20]=1[C:21](Cl)=[O:22].Cl. Product: [Cl:18][C:19]1[CH:27]=[CH:26][CH:25]=[C:24]([Cl:28])[C:20]=1[C:21]([NH:10][C@H:9]([C:11]([OH:13])=[O:12])[CH2:8][C:7]1[CH:6]=[CH:5][C:4]([N+:1]([O-:3])=[O:2])=[CH:15][CH:14]=1)=[O:22]. The catalyst class is: 95. (2) Reactant: [CH2:1]([O:8][C:9]1[CH:14]=[CH:13][C:12]([OH:15])=[CH:11][CH:10]=1)[C:2]1[CH:7]=[CH:6][CH:5]=[CH:4][CH:3]=1.C(=O)([O-])[O-].[K+].[K+].Br[CH2:23][CH2:24][CH2:25][Cl:26]. Product: [CH2:1]([O:8][C:9]1[CH:10]=[CH:11][C:12]([O:15][CH2:23][CH2:24][CH2:25][Cl:26])=[CH:13][CH:14]=1)[C:2]1[CH:3]=[CH:4][CH:5]=[CH:6][CH:7]=1. The catalyst class is: 9. (3) Product: [ClH:30].[C:1]([NH:4][C:5]1[S:6][CH:7]=[C:8]([CH2:10][CH2:11][C:12]2[CH:17]=[CH:16][C:15]([NH:18][C:19](=[O:29])[CH2:20][NH2:21])=[CH:14][CH:13]=2)[N:9]=1)(=[O:3])[CH3:2]. The catalyst class is: 13. Reactant: [C:1]([NH:4][C:5]1[S:6][CH:7]=[C:8]([CH2:10][CH2:11][C:12]2[CH:17]=[CH:16][C:15]([NH:18][C:19](=[O:29])[CH2:20][NH:21]C(=O)OC(C)(C)C)=[CH:14][CH:13]=2)[N:9]=1)(=[O:3])[CH3:2].[ClH:30]. (4) The catalyst class is: 50. Reactant: [CH2:1]([O:3][C:4]([C:6]1[CH2:7][CH2:8][N:9]([CH2:17][C:18]2[CH:23]=[CH:22][CH:21]=[CH:20][CH:19]=2)[CH2:10][C:11]=1[C:12]1[CH:16]=[CH:15][S:14][CH:13]=1)=[O:5])[CH3:2]. Product: [CH2:1]([O:3][C:4]([CH:6]1[CH2:7][CH2:8][N:9]([CH2:17][C:18]2[CH:19]=[CH:20][CH:21]=[CH:22][CH:23]=2)[CH2:10][CH:11]1[C:12]1[CH:16]=[CH:15][S:14][CH:13]=1)=[O:5])[CH3:2]. (5) Reactant: CO[C:3]1[C@@H:4]([CH2:14][C:15]2[CH:20]=[CH:19][C:18]([C:21]([F:24])([F:23])[F:22])=[CH:17][C:16]=2[F:25])[N:5]=C(OC)[C@H](C(C)C)N=1.C(#N)C.ClCCl.FC(F)(F)[C:34]([OH:36])=[O:35].[C:47](O[C:47]([O:49][C:50]([CH3:53])([CH3:52])[CH3:51])=[O:48])([O:49][C:50]([CH3:53])([CH3:52])[CH3:51])=[O:48]. Product: [CH3:53][C:50]([CH3:51])([O:49][C:47]([NH:5][C@H:4]([CH2:14][C:15]1[CH:20]=[CH:19][C:18]([C:21]([F:22])([F:23])[F:24])=[CH:17][C:16]=1[F:25])[CH2:3][C:34]([OH:36])=[O:35])=[O:48])[CH3:52]. The catalyst class is: 7.